This data is from Full USPTO retrosynthesis dataset with 1.9M reactions from patents (1976-2016). The task is: Predict the reactants needed to synthesize the given product. (1) Given the product [Cl:1][C:2]1[CH:8]=[CH:7][C:5]([NH:6][CH2:24][CH:25]([S:26]([CH3:29])(=[O:28])=[O:27])[CH3:30])=[C:4]([N+:9]([O-:11])=[O:10])[CH:3]=1, predict the reactants needed to synthesize it. The reactants are: [Cl:1][C:2]1[CH:8]=[CH:7][C:5]([NH2:6])=[C:4]([N+:9]([O-:11])=[O:10])[CH:3]=1.CC1C=CC(S(OC[CH2:24][CH2:25][S:26]([CH3:29])(=[O:28])=[O:27])(=O)=O)=CC=1.[C:30](=O)([O-])[O-].[Cs+].[Cs+]. (2) The reactants are: [CH3:1][O:2][C:3]1[CH:20]=[CH:19][C:6]([CH2:7][N:8]2[C:16]3[C:11](=[CH:12][CH:13]=[CH:14][CH:15]=3)[C:10]([CH:17]=O)=[CH:9]2)=[CH:5][CH:4]=1.[N+:21]([CH3:24])([O-:23])=[O:22].C([O-])(=O)C.[NH4+]. Given the product [CH3:1][O:2][C:3]1[CH:20]=[CH:19][C:6]([CH2:7][N:8]2[C:16]3[C:11](=[CH:12][CH:13]=[CH:14][CH:15]=3)[C:10](/[CH:17]=[CH:24]\[N+:21]([O-:23])=[O:22])=[CH:9]2)=[CH:5][CH:4]=1, predict the reactants needed to synthesize it.